The task is: Predict the reaction yield, written as a fraction of the theoretical maximum amount of product (1.0 means a 100% yield; for example, 0.34 means a 34% yield).. This data is from Reaction yield outcomes from USPTO patents with 853,638 reactions. The reactants are I[C:2]1[C:7]([O:8][C:9]2[C:18]3[C:13](=[CH:14][C:15]([O:21][CH3:22])=[C:16]([O:19][CH3:20])[CH:17]=3)[N:12]=[CH:11][CH:10]=2)=[CH:6][CH:5]=[C:4]([CH3:23])[N:3]=1.[CH3:24][O:25][C:26]1[CH:31]=[CH:30][CH:29]=[CH:28][C:27]=1B(O)O.C(=O)([O-])O.[Na+]. The catalyst is C1(C)C=CC=CC=1. The product is [CH3:20][O:19][C:16]1[CH:17]=[C:18]2[C:13](=[CH:14][C:15]=1[O:21][CH3:22])[N:12]=[CH:11][CH:10]=[C:9]2[O:8][C:7]1[C:2]([C:27]2[CH:28]=[CH:29][CH:30]=[CH:31][C:26]=2[O:25][CH3:24])=[N:3][C:4]([CH3:23])=[CH:5][CH:6]=1. The yield is 0.290.